From a dataset of Forward reaction prediction with 1.9M reactions from USPTO patents (1976-2016). Predict the product of the given reaction. Given the reactants O=[C:2]1[C:11]2[C:6](=[C:7]([C:12]#[N:13])[CH:8]=[CH:9][CH:10]=2)[O:5][CH2:4][CH2:3]1.OC1C=CC=CC=1C#[N:18].C([O-])(=O)C.[NH4+], predict the reaction product. The product is: [NH2:18][CH:2]1[C:11]2[C:6](=[C:7]([C:12]#[N:13])[CH:8]=[CH:9][CH:10]=2)[O:5][CH2:4][CH2:3]1.